From a dataset of Forward reaction prediction with 1.9M reactions from USPTO patents (1976-2016). Predict the product of the given reaction. The product is: [CH:20]1(/[C:13](/[C:14]2[CH:19]=[CH:18][CH:17]=[CH:16][CH:15]=2)=[C:12](/[C:9]2[CH:8]=[CH:7][C:6]([CH:2]=[O:1])=[N:11][CH:10]=2)\[C:24]2[CH:25]=[C:26]3[C:30](=[CH:31][CH:32]=2)[NH:29][N:28]=[C:27]3[F:39])[CH2:23][CH2:22][CH2:21]1. Given the reactants [O:1]1CCO[CH:2]1[C:6]1[N:11]=[CH:10][C:9](/[C:12](/[C:24]2[CH:25]=[C:26]3[C:30](=[CH:31][CH:32]=2)[N:29](C2CCCCO2)[N:28]=[C:27]3[F:39])=[C:13](/[CH:20]2[CH2:23][CH2:22][CH2:21]2)\[C:14]2[CH:19]=[CH:18][CH:17]=[CH:16][CH:15]=2)=[CH:8][CH:7]=1, predict the reaction product.